Dataset: Catalyst prediction with 721,799 reactions and 888 catalyst types from USPTO. Task: Predict which catalyst facilitates the given reaction. (1) Reactant: [NH:1]1[C:10]2[C:5](=[CH:6][N:7]=[CH:8][CH:9]=2)[CH:4]=[CH:3][C:2]1=[O:11].[H-].[Na+].Br[CH2:15][CH:16]1[O:20][CH2:19][CH2:18][O:17]1.O. Product: [O:17]1[CH2:18][CH2:19][O:20][CH:16]1[CH2:15][N:1]1[C:10]2[C:5](=[CH:6][N:7]=[CH:8][CH:9]=2)[CH:4]=[CH:3][C:2]1=[O:11]. The catalyst class is: 695. (2) The catalyst class is: 11. Reactant: [CH2:1]([O:8][C:9]([N:11]1[CH2:16][CH2:15][N:14]([C:17]2[CH:22]=[CH:21][C:20]([CH2:23][C:24]#[N:25])=[CH:19][CH:18]=2)[CH2:13][CH2:12]1)=[O:10])[C:2]1[CH:7]=[CH:6][CH:5]=[CH:4][CH:3]=1.[CH2:26]([O:28]C=O)C.C[O-].[Na+]. Product: [CH2:1]([O:8][C:9]([N:11]1[CH2:12][CH2:13][N:14]([C:17]2[CH:18]=[CH:19][C:20]([CH:23]([C:24]#[N:25])[CH:26]=[O:28])=[CH:21][CH:22]=2)[CH2:15][CH2:16]1)=[O:10])[C:2]1[CH:7]=[CH:6][CH:5]=[CH:4][CH:3]=1.